From a dataset of Full USPTO retrosynthesis dataset with 1.9M reactions from patents (1976-2016). Predict the reactants needed to synthesize the given product. (1) Given the product [NH2:37][C:30]1[CH:29]=[C:28]([O:27][CH2:23][CH2:24][CH2:25][CH3:26])[CH:36]=[CH:35][C:31]=1[C:32]([NH:1][C:2]1[CH:7]=[CH:6][C:5]([N:8]2[CH2:12][CH2:11][CH:10]([CH2:13][NH:14][C:15](=[O:21])[O:16][C:17]([CH3:18])([CH3:19])[CH3:20])[CH2:9]2)=[CH:4][C:3]=1[F:22])=[O:33], predict the reactants needed to synthesize it. The reactants are: [NH2:1][C:2]1[CH:7]=[CH:6][C:5]([N:8]2[CH2:12][CH2:11][CH:10]([CH2:13][NH:14][C:15](=[O:21])[O:16][C:17]([CH3:20])([CH3:19])[CH3:18])[CH2:9]2)=[CH:4][C:3]=1[F:22].[CH2:23]([O:27][C:28]1[CH:36]=[CH:35][C:31]([C:32](O)=[O:33])=[C:30]([N+:37]([O-])=O)[CH:29]=1)[CH2:24][CH2:25][CH3:26]. (2) Given the product [Cl:1][C:2]1[CH:7]=[C:6]([Cl:8])[CH:5]=[CH:4][C:3]=1[C:9]1[CH:14]=[CH:13][C:12]([CH2:15][CH3:16])=[C:11]([CH:17]2[C:22](=[O:23])[C:21]([CH3:25])([CH3:24])[S:20](=[O:31])[C:19]([CH3:27])([CH3:26])[C:18]2=[O:28])[CH:10]=1, predict the reactants needed to synthesize it. The reactants are: [Cl:1][C:2]1[CH:7]=[C:6]([Cl:8])[CH:5]=[CH:4][C:3]=1[C:9]1[CH:14]=[CH:13][C:12]([CH2:15][CH3:16])=[C:11]([CH:17]2[C:22](=[O:23])[C:21]([CH3:25])([CH3:24])[S:20][C:19]([CH3:27])([CH3:26])[C:18]2=[O:28])[CH:10]=1.C(OO)(=[O:31])C. (3) Given the product [Cl:17][C:11]1[N:12]=[CH:13][C:14]2[C:9]([CH:10]=1)=[C:8]1[C:7](=[CH:16][CH:15]=2)[C:6]2[C:19](=[O:21])[NH:2][O:3][CH2:4][C:5]=2[NH:18]1, predict the reactants needed to synthesize it. The reactants are: Cl.[NH2:2][O:3][CH2:4][C:5]1[NH:18][C:8]2=[C:9]3[C:14](=[CH:15][CH:16]=[C:7]2[C:6]=1[C:19]([OH:21])=O)[CH:13]=[N:12][C:11]([Cl:17])=[CH:10]3.C1C=CC2N(O)N=NC=2C=1.O.CN(C)CCCN=C=NCC. (4) Given the product [CH2:1]([C@H:3]1[C:11]2[C:6](=[CH:7][C:8]([C:12]([NH:14][C@H:15]([C:21]3[CH:26]=[CH:25][C:24]([S:27]([CH2:30][CH3:31])(=[O:28])=[O:29])=[CH:23][CH:22]=3)[CH2:16][CH2:17][OH:18])=[O:13])=[CH:9][CH:10]=2)[CH2:5][N:4]1[CH2:32][C@H:33]1[CH2:34][CH2:35][C@H:36]([C:39]([F:42])([F:41])[F:40])[CH2:37][CH2:38]1)[CH3:2], predict the reactants needed to synthesize it. The reactants are: [CH2:1]([C@H:3]1[C:11]2[C:6](=[CH:7][C:8]([C:12]([NH:14][C@H:15]([C:21]3[CH:26]=[CH:25][C:24]([S:27]([CH2:30][CH3:31])(=[O:29])=[O:28])=[CH:23][CH:22]=3)[CH2:16][C:17](OC)=[O:18])=[O:13])=[CH:9][CH:10]=2)[CH2:5][N:4]1[CH2:32][C@H:33]1[CH2:38][CH2:37][C@H:36]([C:39]([F:42])([F:41])[F:40])[CH2:35][CH2:34]1)[CH3:2].[BH4-].[Na+]. (5) Given the product [C:40]([NH:1][CH:2]1[CH2:3][N:4]([CH:6]([C:26]2[CH:27]=[CH:28][C:29]([F:32])=[CH:30][CH:31]=2)[C:7]([N:9]([CH2:11][C:12]2[C:21]3[C:16](=[CH:17][CH:18]=[CH:19][CH:20]=3)[CH:15]=[C:14]([C:22]#[N:23])[C:13]=2[O:24][CH3:25])[CH3:10])=[O:8])[CH2:5]1)(=[O:42])[CH3:41], predict the reactants needed to synthesize it. The reactants are: [NH2:1][CH:2]1[CH2:5][N:4]([CH:6]([C:26]2[CH:31]=[CH:30][C:29]([F:32])=[CH:28][CH:27]=2)[C:7]([N:9]([CH2:11][C:12]2[C:21]3[C:16](=[CH:17][CH:18]=[CH:19][CH:20]=3)[CH:15]=[C:14]([C:22]#[N:23])[C:13]=2[O:24][CH3:25])[CH3:10])=[O:8])[CH2:3]1.C(N(CC)CC)C.[C:40](OC(=O)C)(=[O:42])[CH3:41].C(Cl)(Cl)Cl. (6) Given the product [CH2:1]([C:3]1[N:4]([CH2:14][C:15]2[CH:20]=[CH:19][CH:18]=[CH:17][CH:16]=2)[C:5]2[C:10]([CH:11]=1)=[C:9]([OH:12])[CH:8]=[CH:7][CH:6]=2)[CH3:2], predict the reactants needed to synthesize it. The reactants are: [CH2:1]([C:3]1[N:4]([CH2:14][C:15]2[CH:20]=[CH:19][CH:18]=[CH:17][CH:16]=2)[C:5]2[C:10]([CH:11]=1)=[C:9]([O:12]C)[CH:8]=[CH:7][CH:6]=2)[CH3:2].B(Br)(Br)Br.C(Cl)Cl. (7) Given the product [C:1]([O:9][C:10]1[CH:15]=[CH:14][CH:13]=[C:12]([NH2:16])[CH:11]=1)(=[O:8])[C:2]1[CH:3]=[CH:4][CH:5]=[CH:6][CH:7]=1, predict the reactants needed to synthesize it. The reactants are: [C:1]([O:9][C:10]1[CH:15]=[CH:14][CH:13]=[C:12]([N+:16]([O-])=O)[CH:11]=1)(=[O:8])[C:2]1[CH:7]=[CH:6][CH:5]=[CH:4][CH:3]=1.O.O.[Sn](Cl)Cl.C(=O)([O-])[O-].[Na+].[Na+]. (8) The reactants are: [Cl:1][C:2]1[CH:3]=[CH:4][C:5]([C:23]#[N:24])=[C:6]([C:8]2[C:13]([O:14][CH3:15])=[CH:12][N:11]([CH:16]([CH2:20][CH3:21])[C:17](O)=[O:18])[C:10](=[O:22])[CH:9]=2)[CH:7]=1.[N:25]1[CH:26]=[CH:27][N:28]2[CH:33]=[C:32]([NH2:34])[CH:31]=[CH:30][C:29]=12. Given the product [Cl:1][C:2]1[CH:3]=[CH:4][C:5]([C:23]#[N:24])=[C:6]([C:8]2[C:13]([O:14][CH3:15])=[CH:12][N:11]([CH:16]([CH2:20][CH3:21])[C:17]([NH:34][C:32]3[CH:31]=[CH:30][C:29]4[N:28]([CH:27]=[CH:26][N:25]=4)[CH:33]=3)=[O:18])[C:10](=[O:22])[CH:9]=2)[CH:7]=1, predict the reactants needed to synthesize it. (9) Given the product [F:6][C:7]([F:20])([F:19])[C:8]1[CH:9]=[C:10]([C:38](=[O:39])[CH2:37][CH:36]([NH:35][C:34](=[O:45])[O:33][CH2:26][C:27]2[CH:32]=[CH:31][CH:30]=[CH:29][CH:28]=2)[CH3:44])[CH:11]=[C:12]([C:14]([F:17])([F:16])[F:15])[CH:13]=1, predict the reactants needed to synthesize it. The reactants are: [Mg].BrCCBr.[F:6][C:7]([F:20])([F:19])[C:8]1[CH:9]=[C:10](Br)[CH:11]=[C:12]([C:14]([F:17])([F:16])[F:15])[CH:13]=1.C([Mg]Cl)(C)C.[CH2:26]([O:33][C:34](=[O:45])[NH:35][CH:36]([CH3:44])[CH2:37][C:38](N(OC)C)=[O:39])[C:27]1[CH:32]=[CH:31][CH:30]=[CH:29][CH:28]=1.